This data is from Forward reaction prediction with 1.9M reactions from USPTO patents (1976-2016). The task is: Predict the product of the given reaction. (1) Given the reactants [NH2:1][C:2]1[CH:3]=[CH:4][C:5]([N:8]2[CH:12]=[C:11]([CH2:13][CH2:14][CH2:15][O:16][C:17]3[C:22]([O:23][CH3:24])=[CH:21][CH:20]=[CH:19][C:18]=3[CH2:25][C:26]([O:28]C)=[O:27])[C:10]([CH:30]([CH3:32])[CH3:31])=[N:9]2)=[N:6][CH:7]=1.CN(C)C=O.[C:38](Cl)(=[O:41])[CH2:39][CH3:40], predict the reaction product. The product is: [CH3:24][O:23][C:22]1[C:17]([O:16][CH2:15][CH2:14][CH2:13][C:11]2[C:10]([CH:30]([CH3:32])[CH3:31])=[N:9][N:8]([C:5]3[CH:4]=[CH:3][C:2]([NH:1][C:38](=[O:41])[CH2:39][CH3:40])=[CH:7][N:6]=3)[CH:12]=2)=[C:18]([CH2:25][C:26]([OH:28])=[O:27])[CH:19]=[CH:20][CH:21]=1. (2) Given the reactants Br[CH2:2][CH2:3][CH2:4][N:5]1[C:9]2[CH:10]=[CH:11][CH:12]=[CH:13][C:8]=2[N:7]([C:14]2[CH:19]=[CH:18][C:17]([F:20])=[CH:16][C:15]=2[F:21])[S:6]1(=[O:23])=[O:22].[CH2:24]([NH2:26])[CH3:25], predict the reaction product. The product is: [F:21][C:15]1[CH:16]=[C:17]([F:20])[CH:18]=[CH:19][C:14]=1[N:7]1[C:8]2[CH:13]=[CH:12][CH:11]=[CH:10][C:9]=2[N:5]([CH2:4][CH2:3][CH2:2][NH:26][CH2:24][CH3:25])[S:6]1(=[O:23])=[O:22]. (3) Given the reactants [C:1]([O:5][C:6](=[O:20])[NH:7][C:8]1[CH:13]=[C:12]([Cl:14])[C:11]([C:15]([F:18])([F:17])[F:16])=[CH:10][C:9]=1[NH2:19])([CH3:4])([CH3:3])[CH3:2].C([O:25][C:26](=O)[CH2:27][C:28](=[O:40])[C:29]1[CH:34]=[CH:33][CH:32]=[C:31]([N:35]2[CH:39]=[N:38][CH:37]=[N:36]2)[CH:30]=1)(C)(C)C, predict the reaction product. The product is: [C:1]([O:5][C:6](=[O:20])[NH:7][C:8]1[CH:13]=[C:12]([Cl:14])[C:11]([C:15]([F:17])([F:18])[F:16])=[CH:10][C:9]=1[NH:19][C:26](=[O:25])[CH2:27][C:28](=[O:40])[C:29]1[CH:34]=[CH:33][CH:32]=[C:31]([N:35]2[CH:39]=[N:38][CH:37]=[N:36]2)[CH:30]=1)([CH3:4])([CH3:2])[CH3:3]. (4) Given the reactants [O:1]([C:8]1[CH:9]=[C:10]([CH:28]=[CH:29][CH:30]=1)[CH2:11][N:12]1[CH2:17][CH2:16][CH:15]([N:18]2[C:22]3[CH:23]=[CH:24][CH:25]=[CH:26][C:21]=3[NH:20][C:19]2=O)[CH2:14][CH2:13]1)[C:2]1[CH:7]=[CH:6][CH:5]=[CH:4][CH:3]=1.COC1C=CC(P2(SP(C3C=CC(OC)=CC=3)(=S)S2)=[S:40])=CC=1, predict the reaction product. The product is: [O:1]([C:8]1[CH:9]=[C:10]([CH:28]=[CH:29][CH:30]=1)[CH2:11][N:12]1[CH2:17][CH2:16][CH:15]([N:18]2[C:22]3[CH:23]=[CH:24][CH:25]=[CH:26][C:21]=3[NH:20][C:19]2=[S:40])[CH2:14][CH2:13]1)[C:2]1[CH:7]=[CH:6][CH:5]=[CH:4][CH:3]=1. (5) Given the reactants [NH2:1][C:2]1[CH:7]=[CH:6][C:5]([C:8]([C:10]([C:12]2[CH:17]=[CH:16][C:15]([NH2:18])=[CH:14][CH:13]=2)=O)=[O:9])=[CH:4][CH:3]=1.S, predict the reaction product. The product is: [NH2:1][C:2]1[CH:7]=[CH:6][C:5]([C:8]([CH2:10][C:12]2[CH:13]=[CH:14][C:15]([NH2:18])=[CH:16][CH:17]=2)=[O:9])=[CH:4][CH:3]=1.